Dataset: Forward reaction prediction with 1.9M reactions from USPTO patents (1976-2016). Task: Predict the product of the given reaction. (1) Given the reactants Br[CH2:2][C:3]1[N:4]([CH3:28])[C:5]2[C:10]([N:11]=1)=[C:9]([N:12]1[CH2:17][CH2:16][O:15][CH2:14][CH2:13]1)[N:8]=[C:7]([N:18]1[C:22]3[CH:23]=[CH:24][CH:25]=[CH:26][C:21]=3[N:20]=[C:19]1[CH3:27])[N:6]=2.[F:29][C:30]([F:35])([F:34])[CH2:31][CH2:32][NH2:33], predict the reaction product. The product is: [F:29][C:30]([F:35])([F:34])[CH2:31][CH2:32][NH:33][CH2:2][C:3]1[N:4]([CH3:28])[C:5]2[C:10]([N:11]=1)=[C:9]([N:12]1[CH2:17][CH2:16][O:15][CH2:14][CH2:13]1)[N:8]=[C:7]([N:18]1[C:22]3[CH:23]=[CH:24][CH:25]=[CH:26][C:21]=3[N:20]=[C:19]1[CH3:27])[N:6]=2. (2) The product is: [CH3:1][S:2]([C:5]1[CH:10]=[CH:9][C:8]([NH:11][C:12]([C:14]2[CH:18]=[C:17]([CH3:19])[N:16]([C:20]3[CH:25]=[CH:24][CH:23]=[CH:22][C:21]=3[C:33]3[CH:32]=[CH:31][CH:30]=[C:29]([Cl:28])[CH:34]=3)[C:15]=2[CH3:27])=[O:13])=[CH:7][CH:6]=1)(=[O:4])=[O:3]. Given the reactants [CH3:1][S:2]([C:5]1[CH:10]=[CH:9][C:8]([NH:11][C:12]([C:14]2[CH:18]=[C:17]([CH3:19])[N:16]([C:20]3[CH:25]=[CH:24][CH:23]=[CH:22][C:21]=3Br)[C:15]=2[CH3:27])=[O:13])=[CH:7][CH:6]=1)(=[O:4])=[O:3].[Cl:28][C:29]1[CH:30]=[C:31](B(O)O)[CH:32]=[CH:33][CH:34]=1, predict the reaction product. (3) Given the reactants [C:1](OC(=O)C)(=[O:3])[CH3:2].[CH3:8][CH:9]([CH2:18][CH2:19][CH:20]=[C:21]([CH3:23])[CH3:22])[CH2:10][CH:11]([OH:17])[CH:12]([N+:14]([O-:16])=[O:15])[CH3:13], predict the reaction product. The product is: [C:1]([O:17][CH:11]([CH2:10][CH:9]([CH3:8])[CH2:18][CH2:19][CH:20]=[C:21]([CH3:23])[CH3:22])[CH:12]([N+:14]([O-:16])=[O:15])[CH3:13])(=[O:3])[CH3:2]. (4) Given the reactants [CH3:1][O:2][C:3]1[C:8]2[C:9](=[O:17])[NH:10][N:11]([CH:12]3[CH2:16][CH2:15][O:14][CH2:13]3)[C:7]=2[CH:6]=[CH:5][N:4]=1.N1C=CC=CC=1.[F:24][C:25]([F:38])([F:37])[S:26](O[S:26]([C:25]([F:38])([F:37])[F:24])(=[O:28])=[O:27])(=[O:28])=[O:27].[Cl-].[NH4+], predict the reaction product. The product is: [F:24][C:25]([F:38])([F:37])[S:26]([O:17][C:9]1[C:8]2[C:3]([O:2][CH3:1])=[N:4][CH:5]=[CH:6][C:7]=2[N:11]([CH:12]2[CH2:16][CH2:15][O:14][CH2:13]2)[N:10]=1)(=[O:28])=[O:27]. (5) Given the reactants [C:1]([C:3]1([C:14]2[CH:19]=[CH:18][CH:17]=[CH:16][N:15]=2)[CH2:6][N:5]([C:7]([O:9][C:10]([CH3:13])([CH3:12])[CH3:11])=[O:8])[CH2:4]1)#[N:2].[CH3:20][Mg+].[Br-].CO.[BH4-].[Na+], predict the reaction product. The product is: [NH2:2][CH:1]([C:3]1([C:14]2[CH:19]=[CH:18][CH:17]=[CH:16][N:15]=2)[CH2:6][N:5]([C:7]([O:9][C:10]([CH3:13])([CH3:12])[CH3:11])=[O:8])[CH2:4]1)[CH3:20]. (6) The product is: [NH:20]([C:2]1[CH:3]=[CH:4][C:5]2[C:6]([N:18]=1)=[N:7][C:8]([C:12]1[CH:17]=[CH:16][CH:15]=[CH:14][CH:13]=1)=[C:9]([OH:11])[N:10]=2)[NH2:21]. Given the reactants Cl[C:2]1[CH:3]=[CH:4][C:5]2[C:6]([N:18]=1)=[N:7][C:8]([C:12]1[CH:17]=[CH:16][CH:15]=[CH:14][CH:13]=1)=[C:9]([OH:11])[N:10]=2.O.[NH2:20][NH2:21].CCOC(C)=O.O, predict the reaction product.